This data is from Catalyst prediction with 721,799 reactions and 888 catalyst types from USPTO. The task is: Predict which catalyst facilitates the given reaction. (1) Reactant: [Si:1]([O:18][CH2:19][C@H:20]1[O:24][C:23](=[O:25])[C@H:22]([CH3:26])[CH2:21]1)([C:14]([CH3:17])([CH3:16])[CH3:15])([C:8]1[CH:13]=[CH:12][CH:11]=[CH:10][CH:9]=1)[C:2]1[CH:7]=[CH:6][CH:5]=[CH:4][CH:3]=1.[Si](OS(C(F)(F)[F:39])(=O)=O)(C(C)(C)C)(C)C.C(N(CC)CC)C.C1C=CC(S(N(S(C2C=CC=CC=2)(=O)=O)F)(=O)=O)=CC=1. Product: [Si:1]([O:18][CH2:19][C@H:20]1[O:24][C:23](=[O:25])[C@@:22]([F:39])([CH3:26])[CH2:21]1)([C:14]([CH3:17])([CH3:15])[CH3:16])([C:8]1[CH:13]=[CH:12][CH:11]=[CH:10][CH:9]=1)[C:2]1[CH:7]=[CH:6][CH:5]=[CH:4][CH:3]=1. The catalyst class is: 2. (2) Reactant: [CH3:1][N:2]([CH3:16])[C:3](=[N:5][C:6]1[CH:7]=[C:8]2[C:12](=[CH:13][CH:14]=1)[NH:11][C:10]([CH3:15])=[CH:9]2)[CH3:4].[CH3:17][O:18][N:19]=[C:20]([CH2:23]Cl)[CH2:21][Cl:22]. Product: [Cl:22][CH2:21][C:20](=[N:19][O:18][CH3:17])[CH2:23][N:11]1[C:12]2[C:8](=[CH:7][C:6]([N:5]=[C:3]([N:2]([CH3:1])[CH3:16])[CH3:4])=[CH:14][CH:13]=2)[CH:9]=[C:10]1[CH3:15]. The catalyst class is: 16. (3) Product: [CH3:28][O:27][C:26]1[CH:25]=[CH:24][CH:23]=[C:3](/[CH:4]=[CH:5]/[C:6]2[N:15]([C:16]3[CH:21]=[CH:20][CH:19]=[CH:18][CH:17]=3)[C:14](=[O:22])[C:13]3[C:8](=[CH:9][CH:10]=[CH:11][CH:12]=3)[N:7]=2)[C:2]=1[NH:1][S:30]([CH3:29])(=[O:32])=[O:31]. The catalyst class is: 17. Reactant: [NH2:1][C:2]1[C:26]([O:27][CH3:28])=[CH:25][CH:24]=[CH:23][C:3]=1/[CH:4]=[CH:5]/[C:6]1[N:15]([C:16]2[CH:21]=[CH:20][CH:19]=[CH:18][CH:17]=2)[C:14](=[O:22])[C:13]2[C:8](=[CH:9][CH:10]=[CH:11][CH:12]=2)[N:7]=1.[CH3:29][S:30](Cl)(=[O:32])=[O:31]. (4) Reactant: CO.[CH2:3]([O:7][C:8]1[CH:13]=[CH:12][CH:11]=[CH:10][C:9]=1[CH2:14]O)[CH2:4][CH2:5][CH3:6].P(Br)(Br)[Br:17]. The catalyst class is: 2. Product: [Br:17][CH2:14][C:9]1[CH:10]=[CH:11][CH:12]=[CH:13][C:8]=1[O:7][CH2:3][CH2:4][CH2:5][CH3:6]. (5) Reactant: [ClH:1].C(OC([N:9]1[CH2:14][CH2:13][CH2:12][C@H:11]([NH:15][C:16]([NH:18][C:19]2[CH:24]=[CH:23][C:22]([F:25])=[CH:21][CH:20]=2)=[O:17])[CH2:10]1)=O)(C)(C)C. Product: [ClH:1].[F:25][C:22]1[CH:23]=[CH:24][C:19]([NH:18][C:16]([NH:15][C@H:11]2[CH2:12][CH2:13][CH2:14][NH:9][CH2:10]2)=[O:17])=[CH:20][CH:21]=1. The catalyst class is: 12.